This data is from In vitro SARS-CoV-2 activity screen of 1,480 approved drugs from Prestwick library. The task is: Binary Classification. Given a drug SMILES string, predict its activity (active/inactive) in a high-throughput screening assay against a specified biological target. (1) The molecule is COS(=O)(=O)[O-].COc1cc(N)cn[n+]1-c1ccccc1. The result is 0 (inactive). (2) The compound is CN(C)CCOC(c1ccccc1)c1ccccc1.Cl. The result is 0 (inactive). (3) The molecule is CN1C(C(=O)Nc2ccccn2)=C(O)c2ccccc2S1(=O)=O. The result is 0 (inactive). (4) The molecule is CN1CCN(c2c(F)cc3c(=O)c(C(=O)O)cn4c3c2SCC4)CC1. The result is 0 (inactive). (5) The drug is COc1cc([C@@H]2c3cc4c(cc3[C@H](O)[C@H]3COC(=O)[C@H]23)OCO4)cc(OC)c1OC. The result is 0 (inactive). (6) The compound is COc1cc2c(cc1OC)CC(=O)N(CCCN(C)C[C@H]1Cc3cc(OC)c(OC)cc31)CC2.Cl. The result is 0 (inactive). (7) The drug is CN(CCOc1ccc(NS(C)(=O)=O)cc1)CCc1ccc(NS(C)(=O)=O)cc1. The result is 0 (inactive). (8) The drug is Cc1cccc(C)c1NC(=O)CC12CCCN1CCC2.Cl. The result is 0 (inactive).